From a dataset of Full USPTO retrosynthesis dataset with 1.9M reactions from patents (1976-2016). Predict the reactants needed to synthesize the given product. The reactants are: [F:1][C:2]1[CH:28]=[CH:27][C:5]([CH2:6][N:7]2[CH2:10][CH:9]([S:11][C:12]3[C@H:13]([CH3:26])[C@@H:14]4[C@@H:21]([C@H:22]([OH:24])[CH3:23])[C:20](=[O:25])[N:15]4[C:16]=3[C:17]([OH:19])=[O:18])[CH2:8]2)=[CH:4][CH:3]=1.[C:29]([O:40][CH2:41]Cl)(=[O:39])[CH2:30][CH2:31][CH2:32][CH2:33][CH2:34][CH2:35][CH2:36][CH2:37][CH3:38]. Given the product [F:1][C:2]1[CH:28]=[CH:27][C:5]([CH2:6][N:7]2[CH2:8][CH:9]([S:11][C:12]3[C@H:13]([CH3:26])[C@@H:14]4[C@@H:21]([C@H:22]([OH:24])[CH3:23])[C:20](=[O:25])[N:15]4[C:16]=3[C:17]([O:19][CH2:41][O:40][C:29](=[O:39])[CH2:30][CH2:31][CH2:32][CH2:33][CH2:34][CH2:35][CH2:36][CH2:37][CH3:38])=[O:18])[CH2:10]2)=[CH:4][CH:3]=1, predict the reactants needed to synthesize it.